Dataset: Forward reaction prediction with 1.9M reactions from USPTO patents (1976-2016). Task: Predict the product of the given reaction. (1) Given the reactants [F:1][C:2]([F:47])([F:46])[C:3]1[CH:4]=[C:5]([CH:39]=[C:40]([C:42]([F:45])([F:44])[F:43])[CH:41]=1)[CH2:6][N:7]([CH2:15][C:16]1[CH:17]=[C:18]2[C:33]([CH3:34])=[N:32][N:31]([C:35]([CH3:38])([CH3:37])[CH3:36])[C:19]2=[N:20][C:21]=1[N:22]([CH2:27][CH:28]1[CH2:30][CH2:29]1)[CH2:23][CH:24]1[CH2:26][CH2:25]1)[C:8]1[N:13]=[CH:12][C:11](Br)=[CH:10][N:9]=1.[NH2:48][C@@H:49]1[CH2:54][CH2:53][CH2:52]C[C@H]1N.C([O-])([O-])=[O:57].[K+].[K+], predict the reaction product. The product is: [CH:24]1([CH2:23][N:22]([CH2:27][CH:28]2[CH2:30][CH2:29]2)[C:21]2[N:20]=[C:19]3[N:31]([C:35]([CH3:38])([CH3:37])[CH3:36])[N:32]=[C:33]([CH3:34])[C:18]3=[CH:17][C:16]=2[CH2:15][N:7]([CH2:6][C:5]2[CH:4]=[C:3]([C:2]([F:47])([F:46])[F:1])[CH:41]=[C:40]([C:42]([F:45])([F:44])[F:43])[CH:39]=2)[C:8]2[N:13]=[CH:12][C:11]([N:48]3[CH2:52][CH2:53][CH2:54][C:49]3=[O:57])=[CH:10][N:9]=2)[CH2:26][CH2:25]1. (2) Given the reactants [CH2:1]([C:3]([O:13][CH2:14][CH2:15][CH2:16][CH2:17]/[CH:18]=[CH:19]\[CH2:20]/[CH:21]=[CH:22]\[CH2:23]/[CH:24]=[CH:25]\[CH2:26]/[CH:27]=[CH:28]\[CH2:29]/[CH:30]=[CH:31]\[CH2:32][CH3:33])([CH2:11][CH3:12])[C:4]([O:6]C(C)(C)C)=[O:5])[CH3:2], predict the reaction product. The product is: [CH2:1]([C:3]([O:13][CH2:14][CH2:15][CH2:16][CH2:17]/[CH:18]=[CH:19]\[CH2:20]/[CH:21]=[CH:22]\[CH2:23]/[CH:24]=[CH:25]\[CH2:26]/[CH:27]=[CH:28]\[CH2:29]/[CH:30]=[CH:31]\[CH2:32][CH3:33])([CH2:11][CH3:12])[C:4]([OH:6])=[O:5])[CH3:2]. (3) Given the reactants [NH2:1][C:2]1[C:10]2[C:9]([C:11]3[CH:16]=[CH:15][C:14]([Cl:17])=[C:13]([Cl:18])[CH:12]=3)=[N:8][C:7](S(C)=O)=[N:6][C:5]=2[S:4][C:3]=1[C:22]([NH2:24])=[O:23].[CH3:25][O:26][CH2:27][CH2:28][CH2:29][NH2:30], predict the reaction product. The product is: [NH2:1][C:2]1[C:10]2[C:9]([C:11]3[CH:16]=[CH:15][C:14]([Cl:17])=[C:13]([Cl:18])[CH:12]=3)=[N:8][C:7]([NH:30][CH2:29][CH2:28][CH2:27][O:26][CH3:25])=[N:6][C:5]=2[S:4][C:3]=1[C:22]([NH2:24])=[O:23]. (4) Given the reactants Br[C:2]1[C:10]2[C:6](=[N:7][N:8]([C:11]3[CH:16]=[CH:15][N:14]=[CH:13][CH:12]=3)[N:9]=2)[C:5](Br)=[CH:4][CH:3]=1.[S:18]1[C:22]([Sn](CCCC)(CCCC)CCCC)=[CH:21][CH:20]=[C:19]1[C:36]1[S:37][CH:38]=[CH:39][CH:40]=1, predict the reaction product. The product is: [S:37]1[C:38]([C:2]2[C:10]3[C:6](=[N:7][N:8]([C:11]4[CH:16]=[CH:15][N:14]=[CH:13][CH:12]=4)[N:9]=3)[C:5]([C:22]3[S:18][C:19]([C:36]4[S:37][CH:38]=[CH:39][CH:40]=4)=[CH:20][CH:21]=3)=[CH:4][CH:3]=2)=[CH:39][CH:40]=[C:36]1[C:19]1[S:18][CH:22]=[CH:21][CH:20]=1. (5) The product is: [C:34]([N:31]1[CH2:32][CH2:33][CH:28]([NH:27][C:19]([C:16]2[C:12]3[N:13]=[CH:14][N:15]=[C:10]([C:8]4[CH:9]=[C:4]([C:1](=[O:3])[CH3:2])[CH:5]=[CH:6][C:7]=4[O:22][CH2:23][CH:24]4[CH2:26][CH2:25]4)[C:11]=3[NH:18][CH:17]=2)=[O:21])[CH2:29][CH2:30]1)(=[O:36])[CH3:35]. Given the reactants [C:1]([C:4]1[CH:5]=[CH:6][C:7]([O:22][CH2:23][CH:24]2[CH2:26][CH2:25]2)=[C:8]([C:10]2[C:11]3[NH:18][CH:17]=[C:16]([C:19]([OH:21])=O)[C:12]=3[N:13]=[CH:14][N:15]=2)[CH:9]=1)(=[O:3])[CH3:2].[NH2:27][CH:28]1[CH2:33][CH2:32][N:31]([C:34](=[O:36])[CH3:35])[CH2:30][CH2:29]1, predict the reaction product. (6) Given the reactants C1(N[C:8]([C:10]2[C:19]3[C:14](=[CH:15][CH:16]=[CH:17][CH:18]=3)[C:13]([S:20](=[O:29])(=[O:28])[NH:21][CH:22]3[CH2:27][CH2:26][NH:25][CH2:24][CH2:23]3)=[CH:12][CH:11]=2)=[O:9])CCCCC1.[C:30](Cl)(=[O:34])[CH2:31][CH2:32][CH3:33].ClC(OCC)=[O:38], predict the reaction product. The product is: [C:30]([N:25]1[CH2:24][CH2:23][CH:22]([NH:21][S:20]([C:13]2[C:14]3[C:19](=[CH:18][CH:17]=[CH:16][CH:15]=3)[C:10]([C:8]([OH:9])=[O:38])=[CH:11][CH:12]=2)(=[O:28])=[O:29])[CH2:27][CH2:26]1)(=[O:34])[CH2:31][CH2:32][CH3:33]. (7) Given the reactants [F:1][C:2]1[CH:3]=[C:4]([S:8]([NH:11][C:12]2[C:17]([O:18][CH3:19])=[N:16][C:15]([F:20])=[CH:14][N:13]=2)(=[O:10])=[O:9])[CH:5]=[CH:6][CH:7]=1.[Li+].CC([N-]C(C)C)C.[Cl:29]C(Cl)(Cl)C(Cl)(Cl)Cl, predict the reaction product. The product is: [Cl:29][C:3]1[C:2]([F:1])=[CH:7][CH:6]=[CH:5][C:4]=1[S:8]([NH:11][C:12]1[C:17]([O:18][CH3:19])=[N:16][C:15]([F:20])=[CH:14][N:13]=1)(=[O:9])=[O:10]. (8) The product is: [CH2:1]([C@@H:8]([C:9]([NH:31][C:28]1[S:29][CH:30]=[C:26]([C:24]2[O:25][C:21]([CH3:20])=[CH:22][CH:23]=2)[N:27]=1)=[O:11])[CH2:12][C:13]([OH:15])=[O:14])[C:2]1[CH:3]=[CH:4][CH:5]=[CH:6][CH:7]=1. Given the reactants [CH2:1]([C@H:8]([CH2:12][C:13]([O:15]C(C)(C)C)=[O:14])[C:9]([OH:11])=O)[C:2]1[CH:7]=[CH:6][CH:5]=[CH:4][CH:3]=1.[CH3:20][C:21]1[O:25][C:24]([C:26]2[N:27]=[C:28]([NH2:31])[S:29][CH:30]=2)=[CH:23][CH:22]=1, predict the reaction product. (9) Given the reactants [F:1][CH2:2][C:3]([CH3:8])([CH3:7])[C:4](=[O:6])[CH3:5].[Mn]([O-])(=O)(=O)=[O:10].[K+].CCO.[OH2:18], predict the reaction product. The product is: [F:1][CH2:2][C:3]([CH3:8])([CH3:7])[C:4](=[O:6])[C:5]([OH:10])=[O:18].